This data is from Full USPTO retrosynthesis dataset with 1.9M reactions from patents (1976-2016). The task is: Predict the reactants needed to synthesize the given product. Given the product [Br:1][C:2]1[CH:7]=[CH:6][C:5]([OH:8])=[C:4]([I:9])[CH:3]=1, predict the reactants needed to synthesize it. The reactants are: [Br:1][C:2]1[CH:7]=[CH:6][C:5]([OH:8])=[CH:4][CH:3]=1.[I:9]N1C(=O)CCC1=O.